Dataset: TCR-epitope binding with 47,182 pairs between 192 epitopes and 23,139 TCRs. Task: Binary Classification. Given a T-cell receptor sequence (or CDR3 region) and an epitope sequence, predict whether binding occurs between them. The epitope is GTITSGWTF. The TCR CDR3 sequence is CASSRGGAGYNEQFF. Result: 1 (the TCR binds to the epitope).